From a dataset of Catalyst prediction with 721,799 reactions and 888 catalyst types from USPTO. Predict which catalyst facilitates the given reaction. (1) The catalyst class is: 688. Reactant: Br[C:2]1[C:11]2[C:6](=[CH:7][CH:8]=[C:9]([C:12]([NH2:14])=[O:13])[CH:10]=2)[CH:5]=[N:4][CH:3]=1.[O:15]1[CH2:20][CH:19]=[C:18](B2OC(C)(C)C(C)(C)O2)[CH2:17][CH2:16]1.C(=O)([O-])[O-].[Cs+].[Cs+]. Product: [O:15]1[CH2:16][CH:17]=[C:18]([C:2]2[C:11]3[C:6](=[CH:7][CH:8]=[C:9]([C:12]([NH2:14])=[O:13])[CH:10]=3)[CH:5]=[N:4][CH:3]=2)[CH2:19][CH2:20]1. (2) The catalyst class is: 672. Reactant: [CH3:1][N:2]1[C:7](=[O:8])[CH:6]=[C:5]([N:9]2[CH2:14][CH2:13][O:12][CH2:11][CH2:10]2)[N:4]=[C:3]1[CH2:15][C:16]([O-:18])=O.[Na+].[CH:20]1([C:23]2[CH:24]=[C:25]([CH:27]=[CH:28][CH:29]=2)[NH2:26])[CH2:22][CH2:21]1.Cl.CN(C)CCCN=C=NCC.C(Cl)Cl.CO. Product: [CH:20]1([C:23]2[CH:24]=[C:25]([NH:26][C:16](=[O:18])[CH2:15][C:3]3[N:2]([CH3:1])[C:7](=[O:8])[CH:6]=[C:5]([N:9]4[CH2:10][CH2:11][O:12][CH2:13][CH2:14]4)[N:4]=3)[CH:27]=[CH:28][CH:29]=2)[CH2:22][CH2:21]1. (3) Reactant: [Cl:1][C:2]1[CH:7]=[CH:6][C:5]([NH:8][C:9]2[O:13][C:12]([C:14]3[CH:19]=[CH:18][C:17]([OH:20])=[CH:16][CH:15]=3)=[N:11][N:10]=2)=[CH:4][C:3]=1[C:21]([F:24])([F:23])[F:22].C[Si]([N-][Si](C)(C)C)(C)C.[K+].Cl[C:36]1[N:41]=[C:40]([NH2:42])[N:39]=[C:38]([NH2:43])[CH:37]=1.[C:44]([O-:47])([O-])=[O:45].[K+].[K+]. Product: [F:22][C:21]([F:24])([F:23])[C:44]([OH:47])=[O:45].[Cl:1][C:2]1[CH:7]=[CH:6][C:5]([NH:8][C:9]2[O:13][C:12]([C:14]3[CH:15]=[CH:16][C:17]([O:20][C:36]4[N:41]=[C:40]([NH2:42])[N:39]=[C:38]([NH2:43])[CH:37]=4)=[CH:18][CH:19]=3)=[N:11][N:10]=2)=[CH:4][C:3]=1[C:21]([F:22])([F:23])[F:24]. The catalyst class is: 121. (4) Reactant: [CH3:1][N:2]([CH3:32])[C:3]([C:5]1[N:26]([CH:27]2[CH2:31][CH2:30][CH2:29][CH2:28]2)[C:8]2[N:9]=[C:10]([NH:13][C:14]3[CH:19]=[CH:18][C:17]([N:20]4[CH2:25][CH2:24][NH:23][CH2:22][CH2:21]4)=[CH:16][N:15]=3)[N:11]=[CH:12][C:7]=2[CH:6]=1)=[O:4].[C:33](OC(=O)C)(=[O:35])[CH3:34].C(#N)C. Product: [CH3:1][N:2]([CH3:32])[C:3]([C:5]1[N:26]([CH:27]2[CH2:31][CH2:30][CH2:29][CH2:28]2)[C:8]2[N:9]=[C:10]([NH:13][C:14]3[CH:19]=[CH:18][C:17]([N:20]4[CH2:21][CH2:22][N:23]([C:33](=[O:35])[CH3:34])[CH2:24][CH2:25]4)=[CH:16][N:15]=3)[N:11]=[CH:12][C:7]=2[CH:6]=1)=[O:4]. The catalyst class is: 4.